The task is: Predict the product of the given reaction.. This data is from Forward reaction prediction with 1.9M reactions from USPTO patents (1976-2016). (1) Given the reactants [CH3:1][C:2]1[N:7]=[CH:6][C:5]([C:8]#[C:9][CH2:10][NH:11][C:12](=[O:18])[O:13][C:14]([CH3:17])([CH3:16])[CH3:15])=[CH:4][C:3]=1[N+:19]([O-])=O, predict the reaction product. The product is: [NH2:19][C:3]1[CH:4]=[C:5]([CH2:8][CH2:9][CH2:10][NH:11][C:12](=[O:18])[O:13][C:14]([CH3:16])([CH3:15])[CH3:17])[CH:6]=[N:7][C:2]=1[CH3:1]. (2) Given the reactants C([N:8]1[CH2:12][CH2:11][CH:10]([C:13]2[CH:18]=[CH:17][CH:16]=[CH:15][N:14]=2)[CH2:9]1)C1C=CC=CC=1.C([O-])=O.[NH4+].Cl, predict the reaction product. The product is: [NH:8]1[CH2:12][CH2:11][CH:10]([C:13]2[CH:18]=[CH:17][CH:16]=[CH:15][N:14]=2)[CH2:9]1. (3) Given the reactants [C:1]([C:4]1[C:5]([F:18])=[C:6]([CH:14]=[CH:15][C:16]=1[F:17])[O:7][C@H:8]([CH2:12][OH:13])[C:9]([O-:11])=[O:10])(=[O:3])[NH2:2].[Cs+].Br[CH2:21][C:22]([C:24]1[CH:29]=[CH:28][C:27]([C:30]([F:33])([F:32])[F:31])=[CH:26][CH:25]=1)=[O:23], predict the reaction product. The product is: [O:23]=[C:22]([C:24]1[CH:29]=[CH:28][C:27]([C:30]([F:31])([F:32])[F:33])=[CH:26][CH:25]=1)[CH2:21][O:10][C:9](=[O:11])[C@H:8]([O:7][C:6]1[CH:14]=[CH:15][C:16]([F:17])=[C:4]([C:1](=[O:3])[NH2:2])[C:5]=1[F:18])[CH2:12][OH:13].